This data is from Forward reaction prediction with 1.9M reactions from USPTO patents (1976-2016). The task is: Predict the product of the given reaction. (1) The product is: [F:34][C:31]1[CH:30]=[CH:29][C:28]([C:18]2[N:19]=[C:20]([C:21]3[CH:22]=[CH:23][C:24]([F:27])=[CH:25][CH:26]=3)[N:16]([CH2:15][C:14]([N:11]3[CH2:10][CH2:9][NH:8][CH2:13][CH2:12]3)=[O:35])[N:17]=2)=[CH:33][CH:32]=1. Given the reactants C(OC([N:8]1[CH2:13][CH2:12][N:11]([C:14](=[O:35])[CH2:15][N:16]2[C:20]([C:21]3[CH:26]=[CH:25][C:24]([F:27])=[CH:23][CH:22]=3)=[N:19][C:18]([C:28]3[CH:33]=[CH:32][C:31]([F:34])=[CH:30][CH:29]=3)=[N:17]2)[CH2:10][CH2:9]1)=O)(C)(C)C.FC(F)(F)C(O)=O, predict the reaction product. (2) Given the reactants [CH2:1]([O:8][C:9]1[C:10]([C:25]2[CH2:30][CH2:29][C:28]([CH3:32])([CH3:31])[CH2:27][CH:26]=2)=[C:11]([CH:19]([OH:24])[C:20]([O:22][CH3:23])=[O:21])[C:12]([C:15]([F:18])([F:17])[F:16])=[CH:13][CH:14]=1)[C:2]1[CH:7]=[CH:6][CH:5]=[CH:4][CH:3]=1.Cl(O)(=O)(=O)=O.[Na], predict the reaction product. The product is: [CH2:1]([O:8][C:9]1[C:10]([C:25]2[CH2:30][CH2:29][C:28]([CH3:32])([CH3:31])[CH2:27][CH:26]=2)=[C:11]([CH:19]([O:24][C:2]([CH3:7])([CH3:3])[CH3:1])[C:20]([O:22][CH3:23])=[O:21])[C:12]([C:15]([F:17])([F:18])[F:16])=[CH:13][CH:14]=1)[C:2]1[CH:3]=[CH:4][CH:5]=[CH:6][CH:7]=1. (3) Given the reactants [Cl:1][C:2]1[CH:14]=[CH:13][C:5]2[S:6][C:7]([C:10]([OH:12])=O)=[C:8]([CH3:9])[C:4]=2[CH:3]=1.CN(C(ON1N=NC2C=CC=CC1=2)=[N+](C)C)C.F[P-](F)(F)(F)(F)F.CCN(C(C)C)C(C)C.[CH2:48]([O:50][C:51]([C:53]1([NH2:62])[CH2:61][C:60]2[C:55](=[CH:56][CH:57]=[CH:58][CH:59]=2)[CH2:54]1)=[O:52])[CH3:49], predict the reaction product. The product is: [CH2:48]([O:50][C:51]([C:53]1([NH:62][C:10]([C:7]2[S:6][C:5]3[CH:13]=[CH:14][C:2]([Cl:1])=[CH:3][C:4]=3[C:8]=2[CH3:9])=[O:12])[CH2:61][C:60]2[C:55](=[CH:56][CH:57]=[CH:58][CH:59]=2)[CH2:54]1)=[O:52])[CH3:49]. (4) Given the reactants [C:1]([C:3]1[CH:8]=[CH:7][C:6]([C:9]([N:11]2[CH2:16][CH2:15][CH:14]([C:17]3[CH:34]=[CH:33][C:20]4[CH2:21][CH2:22][N:23](C(OC(C)(C)C)=O)[CH2:24][CH2:25][C:19]=4[CH:18]=3)[CH2:13][CH2:12]2)=[O:10])=[CH:5][CH:4]=1)#[N:2].FC(F)(F)C(O)=O.C(OCC)C, predict the reaction product. The product is: [CH2:21]1[C:20]2[CH:33]=[CH:34][C:17]([CH:14]3[CH2:15][CH2:16][N:11]([C:9]([C:6]4[CH:7]=[CH:8][C:3]([C:1]#[N:2])=[CH:4][CH:5]=4)=[O:10])[CH2:12][CH2:13]3)=[CH:18][C:19]=2[CH2:25][CH2:24][NH:23][CH2:22]1. (5) Given the reactants [N:1]1([CH2:6][C@@H:7]([O:14][C:15]2[CH:24]=[CH:23][C:22]3[C:21](=[O:25])[CH2:20][CH2:19][CH2:18][C:17]=3[C:16]=2[CH2:26][S:27][C:28]2[CH:36]=[CH:35][C:31]([C:32](O)=[O:33])=[CH:30][CH:29]=2)[C:8]2[CH:13]=[CH:12][CH:11]=[CH:10][CH:9]=2)[CH:5]=[CH:4][N:3]=[CH:2]1.[CH3:37][C@@H:38]([CH2:41][CH3:42])[CH2:39][NH2:40], predict the reaction product. The product is: [N:1]1([CH2:6][C@@H:7]([O:14][C:15]2[CH:24]=[CH:23][C:22]3[C:21](=[O:25])[CH2:20][CH2:19][CH2:18][C:17]=3[C:16]=2[CH2:26][S:27][C:28]2[CH:29]=[CH:30][C:31]([C:32]([NH:40][CH2:39][C@@H:38]([CH3:37])[CH2:41][CH3:42])=[O:33])=[CH:35][CH:36]=2)[C:8]2[CH:9]=[CH:10][CH:11]=[CH:12][CH:13]=2)[CH:5]=[CH:4][N:3]=[CH:2]1. (6) Given the reactants [CH3:1]C(C)([O-])C.[K+].[CH:7]([C:9]1[C:18]2[C:13](=[CH:14][CH:15]=[CH:16][CH:17]=2)[C:12]([NH:19][C:20](=[O:26])[O:21][C:22]([CH3:25])([CH3:24])[CH3:23])=[CH:11][CH:10]=1)=O.[NH4+].[Cl-], predict the reaction product. The product is: [CH:7]([C:9]1[C:18]2[C:13](=[CH:14][CH:15]=[CH:16][CH:17]=2)[C:12]([NH:19][C:20](=[O:26])[O:21][C:22]([CH3:25])([CH3:24])[CH3:23])=[CH:11][CH:10]=1)=[CH2:1]. (7) The product is: [CH3:40][O:39][C:24]1[CH:25]=[C:26]([CH:37]=[CH:38][C:23]=1[NH:22][C:2]1[N:12]=[C:11]2[C:5](=[CH:4][N:3]=1)[N:6]([CH3:21])[C:7](=[O:20])[CH2:8][CH2:9][N:10]2[CH2:13][C:14]1[N:15]=[C:16]([CH3:19])[S:17][CH:18]=1)[C:27]([NH:29][CH:30]1[CH2:35][CH2:34][N:33]([CH3:36])[CH2:32][CH2:31]1)=[O:28]. Given the reactants Cl[C:2]1[N:12]=[C:11]2[C:5]([N:6]([CH3:21])[C:7](=[O:20])[CH2:8][CH2:9][N:10]2[CH2:13][C:14]2[N:15]=[C:16]([CH3:19])[S:17][CH:18]=2)=[CH:4][N:3]=1.[NH2:22][C:23]1[CH:38]=[CH:37][C:26]([C:27]([NH:29][CH:30]2[CH2:35][CH2:34][N:33]([CH3:36])[CH2:32][CH2:31]2)=[O:28])=[CH:25][C:24]=1[O:39][CH3:40].C1(C)C=CC(S(O)(=O)=O)=CC=1.O, predict the reaction product. (8) Given the reactants CN(C=O)C.[S:6]([Cl:10])(Cl)(=[O:8])=[O:7].[CH:11]([C:14]1[S:18][C:17]2[CH:19]=[CH:20][CH:21]=[CH:22][C:16]=2[CH:15]=1)([CH3:13])[CH3:12], predict the reaction product. The product is: [CH:11]([C:14]1[S:18][C:17]2[CH:19]=[CH:20][CH:21]=[CH:22][C:16]=2[C:15]=1[S:6]([Cl:10])(=[O:8])=[O:7])([CH3:13])[CH3:12]. (9) Given the reactants [OH:1][CH:2]([CH3:12])[C:3]#[C:4][C:5]1[CH:10]=[CH:9][C:8]([OH:11])=[CH:7][CH:6]=1.[Cl:13][C:14]1[CH:28]=[C:27]([O:29][CH2:30][CH:31]=[C:32]([Cl:34])[Cl:33])[CH:26]=[C:25]([Cl:35])[C:15]=1[O:16][CH2:17][CH2:18][CH2:19]OS(C)(=O)=O.C(=O)([O-])[O-].[K+].[K+], predict the reaction product. The product is: [Cl:13][C:14]1[CH:28]=[C:27]([O:29][CH2:30][CH:31]=[C:32]([Cl:34])[Cl:33])[CH:26]=[C:25]([Cl:35])[C:15]=1[O:16][CH2:17][CH2:18][CH2:19][O:11][C:8]1[CH:7]=[CH:6][C:5]([C:4]#[C:3][CH:2]([OH:1])[CH3:12])=[CH:10][CH:9]=1. (10) Given the reactants I[C:2]1[C:3]([C:24]2[CH:29]=[CH:28][N:27]=[CH:26][CH:25]=2)=[N:4][N:5]2[C:10]([CH:11]3[CH2:17][CH:16]4[N:18]([C:19]([O:21][CH2:22][CH3:23])=[O:20])[CH:13]([CH2:14][CH2:15]4)[CH2:12]3)=[CH:9][CH:8]=[N:7][C:6]=12.CC1(C)C(C)(C)OB([C:38]2[CH:39]=[C:40]([C:44]3[O:45][CH:46]=[N:47][N:48]=3)[CH:41]=[CH:42][CH:43]=2)O1.COCCOC.C(=O)([O-])[O-].[Na+].[Na+], predict the reaction product. The product is: [O:45]1[CH:46]=[N:47][N:48]=[C:44]1[C:40]1[CH:39]=[C:38]([C:2]2[C:3]([C:24]3[CH:25]=[CH:26][N:27]=[CH:28][CH:29]=3)=[N:4][N:5]3[C:10]([CH:11]4[CH2:12][CH:13]5[N:18]([C:19]([O:21][CH2:22][CH3:23])=[O:20])[CH:16]([CH2:15][CH2:14]5)[CH2:17]4)=[CH:9][CH:8]=[N:7][C:6]=23)[CH:43]=[CH:42][CH:41]=1.